From a dataset of Full USPTO retrosynthesis dataset with 1.9M reactions from patents (1976-2016). Predict the reactants needed to synthesize the given product. Given the product [Br:1][C:2]1[C:3]([S:16][C:13]([CH3:15])([CH3:14])[CH3:12])=[C:4]([C:7]([F:10])=[CH:8][CH:9]=1)[CH:5]=[O:6], predict the reactants needed to synthesize it. The reactants are: [Br:1][C:2]1[C:3](F)=[C:4]([C:7]([F:10])=[CH:8][CH:9]=1)[CH:5]=[O:6].[CH3:12][C:13]([SH:16])([CH3:15])[CH3:14].C(=O)([O-])[O-].[K+].[K+].